Task: Predict the reactants needed to synthesize the given product.. Dataset: Full USPTO retrosynthesis dataset with 1.9M reactions from patents (1976-2016) (1) The reactants are: [F:1][C:2]([F:18])([F:17])[C:3]1[CH:4]=[C:5]([N:9]2[CH2:14][CH2:13][N:12]([C:15]#[N:16])[CH2:11][CH2:10]2)[CH:6]=[CH:7][CH:8]=1.Cl.[NH2:20][OH:21].C(N(CC)CC)C. Given the product [OH:21][N:20]=[C:15]([N:12]1[CH2:11][CH2:10][N:9]([C:5]2[CH:6]=[CH:7][CH:8]=[C:3]([C:2]([F:18])([F:1])[F:17])[CH:4]=2)[CH2:14][CH2:13]1)[NH2:16], predict the reactants needed to synthesize it. (2) Given the product [C:1]([O:5][C:6]([N:8]1[CH:12]=[CH:11][CH:10]=[C:9]1[C:17]1[S:18][C:19]([C:22]([O:24][CH2:25][CH3:26])=[O:23])=[CH:20][N:21]=1)=[O:7])([CH3:4])([CH3:3])[CH3:2], predict the reactants needed to synthesize it. The reactants are: [C:1]([O:5][C:6]([N:8]1[CH:12]=[CH:11][CH:10]=[C:9]1B(O)O)=[O:7])([CH3:4])([CH3:3])[CH3:2].Br[C:17]1[S:18][C:19]([C:22]([O:24][CH2:25][CH3:26])=[O:23])=[CH:20][N:21]=1.C1(P(C2C=CC=CC=2)C2C=CC=CC=2)C=CC=CC=1.C(=O)([O-])[O-].[K+].[K+]. (3) Given the product [CH3:1][O:2][C:3]([C:5]1[S:6][C:7]([C:33]2[CH2:38][CH2:37][CH2:36][CH:35]([OH:50])[CH:34]=2)=[CH:8][C:9]=1[N:10]([C:24]([C@H:26]1[CH2:27][CH2:28][C@H:29]([CH3:32])[CH2:30][CH2:31]1)=[O:25])[C@H:11]1[CH2:12][CH2:13][C@H:14]([O:17][CH:18]2[CH2:23][CH2:22][CH2:21][CH2:20][O:19]2)[CH2:15][CH2:16]1)=[O:4], predict the reactants needed to synthesize it. The reactants are: [CH3:1][O:2][C:3]([C:5]1[S:6][C:7]([C:33]2(O)[CH2:38][CH2:37][CH2:36][CH:35]=[CH:34]2)=[CH:8][C:9]=1[N:10]([C:24]([C@H:26]1[CH2:31][CH2:30][C@H:29]([CH3:32])[CH2:28][CH2:27]1)=[O:25])[C@H:11]1[CH2:16][CH2:15][C@H:14]([O:17][CH:18]2[CH2:23][CH2:22][CH2:21][CH2:20][O:19]2)[CH2:13][CH2:12]1)=[O:4].C([SiH](CC)CC)C.FC(F)(F)C(O)=[O:50].C([O-])(O)=O.[Na+]. (4) The reactants are: [NH2:1][C@@H:2]1[CH2:6][CH2:5][N:4]([C:7]2[N:15]=[C:14]3[C:10]([N:11]=[CH:12][N:13]3[C@@H:16]3[CH2:20][C@H:19]([N:21]4[N:25]=[N:24][C:23]([CH2:26][CH3:27])=[N:22]4)[C@@H:18]([OH:28])[C@H:17]3[OH:29])=[C:9]([NH:30][CH2:31][CH:32]([C:39]3[CH:44]=[CH:43][CH:42]=[CH:41][CH:40]=3)[C:33]3[CH:38]=[CH:37][CH:36]=[CH:35][CH:34]=3)[N:8]=2)[CH2:3]1.[C:45](=[O:48])([O-])[O-].[K+].[K+].[Cl:51]C(OC1C=CC=CC=1)=O.[NH2:61][CH2:62][C:63]1[CH:68]=[CH:67][CH:66]=[CH:65][N:64]=1. Given the product [ClH:51].[C:39]1([CH:32]([C:33]2[CH:34]=[CH:35][CH:36]=[CH:37][CH:38]=2)[CH2:31][NH:30][C:9]2[N:8]=[C:7]([N:4]3[CH2:5][CH2:6][C@@H:2]([NH:1][C:45]([NH:61][CH2:62][C:63]4[CH:68]=[CH:67][CH:66]=[CH:65][N:64]=4)=[O:48])[CH2:3]3)[N:15]=[C:14]3[C:10]=2[N:11]=[CH:12][N:13]3[C@@H:16]2[CH2:20][C@H:19]([N:21]3[N:25]=[N:24][C:23]([CH2:26][CH3:27])=[N:22]3)[C@@H:18]([OH:28])[C@H:17]2[OH:29])[CH:44]=[CH:43][CH:42]=[CH:41][CH:40]=1, predict the reactants needed to synthesize it.